From a dataset of Catalyst prediction with 721,799 reactions and 888 catalyst types from USPTO. Predict which catalyst facilitates the given reaction. Reactant: N1C=CC=CC=1.[NH2:7][C:8]1[CH:9]=[C:10]([C:14]#[C:15][C:16]2[C:17]([NH2:23])=[N:18][CH:19]=[N:20][C:21]=2[NH2:22])[CH:11]=[CH:12][CH:13]=1.[Cl:24][C:25]1[CH:30]=[CH:29][CH:28]=[CH:27][C:26]=1[S:31](Cl)(=[O:33])=[O:32]. Product: [Cl:24][C:25]1[CH:30]=[CH:29][CH:28]=[CH:27][C:26]=1[S:31]([NH:7][C:8]1[CH:13]=[CH:12][CH:11]=[C:10]([C:14]#[C:15][C:16]2[C:21]([NH2:22])=[N:20][CH:19]=[N:18][C:17]=2[NH2:23])[CH:9]=1)(=[O:33])=[O:32]. The catalyst class is: 1.